From a dataset of Forward reaction prediction with 1.9M reactions from USPTO patents (1976-2016). Predict the product of the given reaction. (1) Given the reactants Cl[C:2]1[N:11]=[C:10]([CH3:12])[C:9]2[C:4](=[CH:5][CH:6]=[C:7]([O:13][CH3:14])[CH:8]=2)[N:3]=1.[C:15]([C:18]1[CH:23]=[CH:22][C:21](B(O)O)=[CH:20][CH:19]=1)([OH:17])=[O:16].C([O-])([O-])=O.[K+].[K+].O, predict the reaction product. The product is: [CH3:14][O:13][C:7]1[CH:8]=[C:9]2[C:4](=[CH:5][CH:6]=1)[N:3]=[C:2]([C:21]1[CH:22]=[CH:23][C:18]([C:15]([OH:17])=[O:16])=[CH:19][CH:20]=1)[N:11]=[C:10]2[CH3:12]. (2) Given the reactants O1C=CC(C([C:8]2[C:17]([O:18][CH3:19])=[CH:16][CH:15]=[CH:14][C:9]=2[C:10]([NH:12][NH2:13])=O)=O)=C1.P12(SP3(SP(SP(S3)(S1)=S)(=S)S2)=S)=S.O.[C:35]1(C)[CH:40]=[CH:39][C:38]([S:41](O)(=O)=O)=CC=1.[C:46](=O)([O-])[OH:47].[Na+], predict the reaction product. The product is: [O:47]1[CH:35]=[CH:40][C:39]([C:38]2[S:41][C:10]([C:9]3[CH:14]=[CH:15][CH:16]=[C:17]([O:18][CH3:19])[CH:8]=3)=[N:12][N:13]=2)=[CH:46]1. (3) Given the reactants [C:1]([O:5][C:6](=[O:48])[N:7]([CH2:19][C@@H:20]([C:29]1[CH:38]=[CH:37][C:36]([O:39][CH2:40][C:41]2[CH:46]=[CH:45][CH:44]=[CH:43][CH:42]=2)=[C:35]2[C:30]=1[CH:31]=[CH:32][C:33](=[O:47])[NH:34]2)[O:21][Si:22]([C:25]([CH3:28])([CH3:27])[CH3:26])([CH3:24])[CH3:23])[CH2:8][CH2:9][C:10]1[CH:15]=[CH:14][C:13]([N+:16]([O-])=O)=[CH:12][CH:11]=1)([CH3:4])([CH3:3])[CH3:2].C(OC(=O)N(CCC1C=CC=C(N)C=1)C[C@@H](C1C=CC(OCC2C=CC=CC=2)=C2C=1C=CC(=O)N2)O[Si](C(C)(C)C)(C)C)(C)(C)C, predict the reaction product. The product is: [C:1]([O:5][C:6](=[O:48])[N:7]([CH2:8][CH2:9][C:10]1[CH:15]=[CH:14][C:13]([NH2:16])=[CH:12][CH:11]=1)[CH2:19][C@@H:20]([C:29]1[CH:38]=[CH:37][C:36]([O:39][CH2:40][C:41]2[CH:42]=[CH:43][CH:44]=[CH:45][CH:46]=2)=[C:35]2[C:30]=1[CH:31]=[CH:32][C:33](=[O:47])[NH:34]2)[O:21][Si:22]([C:25]([CH3:28])([CH3:27])[CH3:26])([CH3:23])[CH3:24])([CH3:2])([CH3:3])[CH3:4]. (4) Given the reactants Br[CH2:2][C:3]([CH3:5])=[CH2:4].C(=O)([O-])[O-].[K+].[K+].[C:12]([O:18][CH3:19])(=[O:17])[CH2:13][C:14]([CH3:16])=[O:15], predict the reaction product. The product is: [C:14]([CH:13]([CH2:2][CH:3]([CH3:5])[CH3:4])[C:12]([O:18][CH3:19])=[O:17])(=[O:15])[CH3:16]. (5) Given the reactants Cl[C:2]1[C:3]([NH2:9])=[N:4][CH:5]=[N:6][C:7]=1Cl.[NH2:10][CH:11]1[CH2:16][CH2:15][CH2:14][N:13]([C:17]([O:19]C(C)(C)C)=O)[CH2:12]1.[O:24]([C:31]1[CH:36]=[CH:35][C:34](B(O)O)=[CH:33][CH:32]=1)[C:25]1[CH:30]=[CH:29][CH:28]=[CH:27][CH:26]=1.Cl.[CH3:41][N:42]([CH3:49])[CH2:43]/[CH:44]=[CH:45]/C(O)=O, predict the reaction product. The product is: [NH2:9][C:3]1[N:4]=[CH:5][N:6]=[C:7]([NH:10][CH:11]2[CH2:16][CH2:15][CH2:14][N:13]([C:17](=[O:19])/[CH:45]=[CH:44]/[CH2:43][N:42]([CH3:49])[CH3:41])[CH2:12]2)[C:2]=1[C:28]1[CH:29]=[CH:30][C:25]([O:24][C:31]2[CH:36]=[CH:35][CH:34]=[CH:33][CH:32]=2)=[CH:26][CH:27]=1.